From a dataset of Choline transporter screen with 302,306 compounds. Binary Classification. Given a drug SMILES string, predict its activity (active/inactive) in a high-throughput screening assay against a specified biological target. The molecule is O=c1n(ncc2c1n(c1c2cccc1)CC(OCC)=O)CC(OCC)=O. The result is 0 (inactive).